Dataset: Reaction yield outcomes from USPTO patents with 853,638 reactions. Task: Predict the reaction yield, written as a fraction of the theoretical maximum amount of product (1.0 means a 100% yield; for example, 0.34 means a 34% yield). (1) The reactants are [H-].[Na+].Cl[CH:4]([CH3:10])[C:5]([O:7][CH2:8][CH3:9])=[O:6].[N+:11]([C:14]1[CH:19]=[CH:18][CH:17]=[CH:16][CH:15]=1)([O-:13])=[O:12].I[CH3:21].Cl. The catalyst is CN(C)C=O. The product is [CH3:21][C:4]([C:17]1[CH:18]=[CH:19][C:14]([N+:11]([O-:13])=[O:12])=[CH:15][CH:16]=1)([CH3:10])[C:5]([O:7][CH2:8][CH3:9])=[O:6]. The yield is 0.422. (2) The reactants are Cl[C:2]1[N:7]=[C:6]([Cl:8])[N:5]=[C:4]([N:9]2[CH2:14][CH2:13][O:12][CH2:11][CH2:10]2)[N:3]=1.[N:15]1([C:21]([O:23][C:24]([CH3:27])([CH3:26])[CH3:25])=[O:22])[CH2:20][CH2:19][NH:18][CH2:17][CH2:16]1.C([O-])([O-])=O.[K+].[K+]. The catalyst is CC(C)=O.O. The product is [Cl:8][C:6]1[N:5]=[C:4]([N:9]2[CH2:14][CH2:13][O:12][CH2:11][CH2:10]2)[N:3]=[C:2]([N:18]2[CH2:17][CH2:16][N:15]([C:21]([O:23][C:24]([CH3:27])([CH3:26])[CH3:25])=[O:22])[CH2:20][CH2:19]2)[N:7]=1. The yield is 0.960. (3) The reactants are [Cl:1][C:2]1[CH:3]=[C:4]([C:8]2[C:12]([CH2:13][O:14][C:15]3[CH:23]=[CH:22][C:18]([C:19]([OH:21])=O)=[CH:17][N:16]=3)=[C:11]([CH3:24])[O:10][N:9]=2)[CH:5]=[CH:6][CH:7]=1.[NH2:25][CH:26]1[CH2:31][CH2:30][O:29][CH2:28][CH2:27]1. No catalyst specified. The product is [Cl:1][C:2]1[CH:3]=[C:4]([C:8]2[C:12]([CH2:13][O:14][C:15]3[CH:23]=[CH:22][C:18]([C:19]([NH:25][CH:26]4[CH2:31][CH2:30][O:29][CH2:28][CH2:27]4)=[O:21])=[CH:17][N:16]=3)=[C:11]([CH3:24])[O:10][N:9]=2)[CH:5]=[CH:6][CH:7]=1. The yield is 0.890.